This data is from Catalyst prediction with 721,799 reactions and 888 catalyst types from USPTO. The task is: Predict which catalyst facilitates the given reaction. (1) Reactant: C([O:3][P:4](/[CH:9]=[CH:10]/[C@@:11]1([NH:30]C(=O)OC(C)(C)C)[CH2:15][CH2:14][C@H:13]([C:16]2[CH:21]=[CH:20][C:19]([CH2:22][CH2:23][CH2:24][CH2:25][CH2:26][CH2:27][CH2:28][CH3:29])=[CH:18][CH:17]=2)[CH2:12]1)([O:6]CC)=[O:5])C.Br[Si](C)(C)C. Product: [NH2:30][C@:11]1(/[CH:10]=[CH:9]/[P:4](=[O:3])([OH:6])[OH:5])[CH2:15][CH2:14][C@H:13]([C:16]2[CH:21]=[CH:20][C:19]([CH2:22][CH2:23][CH2:24][CH2:25][CH2:26][CH2:27][CH2:28][CH3:29])=[CH:18][CH:17]=2)[CH2:12]1. The catalyst class is: 4. (2) Reactant: [CH:1]1([NH:4][C:5]([C@@H:7]2[C@@H:11]([OH:12])[CH2:10][N:9]([C:13]([O:15][CH2:16][C:17]3[CH:22]=[CH:21][CH:20]=[CH:19][CH:18]=3)=[O:14])[CH2:8]2)=O)[CH2:3][CH2:2]1.O.C(N(CC)CC)C. Product: [CH:1]1([NH:4][CH2:5][C@@H:7]2[C@@H:11]([OH:12])[CH2:10][N:9]([C:13]([O:15][CH2:16][C:17]3[CH:18]=[CH:19][CH:20]=[CH:21][CH:22]=3)=[O:14])[CH2:8]2)[CH2:3][CH2:2]1. The catalyst class is: 7. (3) Reactant: [CH3:1][O:2][C:3]1[CH:11]=[CH:10][C:6]([C:7](Cl)=[O:8])=[CH:5][CH:4]=1.C(N(CC)CC)C.[NH2:19][CH2:20][CH:21]([OH:23])[CH3:22]. Product: [OH:23][CH:21]([CH3:22])[CH2:20][NH:19][C:7](=[O:8])[C:6]1[CH:10]=[CH:11][C:3]([O:2][CH3:1])=[CH:4][CH:5]=1. The catalyst class is: 1. (4) Reactant: O.NN.[Cl:4][C:5]1[CH:6]=[C:7]([N:16]2[CH2:21][CH2:20][N:19]([CH2:22][CH2:23][CH2:24][CH2:25][N:26]3C(=O)C4C(=CC=CC=4)C3=O)[CH2:18][CH2:17]2)[C:8]2[O:13][CH2:12][C:11](=[O:14])[NH:10][C:9]=2[CH:15]=1. Product: [NH2:26][CH2:25][CH2:24][CH2:23][CH2:22][N:19]1[CH2:20][CH2:21][N:16]([C:7]2[C:8]3[O:13][CH2:12][C:11](=[O:14])[NH:10][C:9]=3[CH:15]=[C:5]([Cl:4])[CH:6]=2)[CH2:17][CH2:18]1. The catalyst class is: 8. (5) Reactant: [Cl:1][CH2:2][CH2:3]Cl.[F:5][C:6]([F:23])([F:22])[O:7][C:8]1[CH:13]=C(CO)[CH:11]=[CH:10][C:9]=1[C:16]1[CH:21]=[CH:20][CH:19]=[CH:18][CH:17]=1.S(Cl)(Cl)=O. Product: [Cl:1][CH2:2][C:3]1[CH:11]=[CH:10][C:9]([C:16]2[CH:17]=[CH:18][CH:19]=[CH:20][CH:21]=2)=[C:8]([O:7][C:6]([F:5])([F:23])[F:22])[CH:13]=1. The catalyst class is: 3.